This data is from Catalyst prediction with 721,799 reactions and 888 catalyst types from USPTO. The task is: Predict which catalyst facilitates the given reaction. (1) Reactant: [CH2:1]([O:8][CH2:9][C:10]1[N:15]=[C:14]([OH:16])[C:13]([C:17]([OH:19])=O)=[CH:12][N:11]=1)[C:2]1[CH:7]=[CH:6][CH:5]=[CH:4][CH:3]=1.[C:20]1([CH:26]([C:28]2[CH:33]=[CH:32][CH:31]=[CH:30][CH:29]=2)[NH2:27])[CH:25]=[CH:24][CH:23]=[CH:22][CH:21]=1.CN(C(ON1N=NC2C=CC=NC1=2)=[N+](C)C)C.F[P-](F)(F)(F)(F)F. Product: [CH:26]([NH:27][C:17]([C:13]1[C:14]([OH:16])=[N:15][C:10]([CH2:9][O:8][CH2:1][C:2]2[CH:3]=[CH:4][CH:5]=[CH:6][CH:7]=2)=[N:11][CH:12]=1)=[O:19])([C:28]1[CH:29]=[CH:30][CH:31]=[CH:32][CH:33]=1)[C:20]1[CH:25]=[CH:24][CH:23]=[CH:22][CH:21]=1. The catalyst class is: 3. (2) Reactant: [Cl:1][C:2]1[N:7]=[C:6]([CH2:8][C:9]([C:11]2[C:12]([F:24])=[C:13]([NH:17][C:18](=[O:23])[O:19][CH2:20][CH:21]=[CH2:22])[CH:14]=[CH:15][CH:16]=2)=O)[CH:5]=[CH:4][N:3]=1.C1C(=O)N(Br)C(=O)C1.[NH2:33][C:34]([C:36]1([CH3:49])[CH2:41][CH2:40][N:39]([C:42]([O:44][C:45]([CH3:48])([CH3:47])[CH3:46])=[O:43])[CH2:38][CH2:37]1)=[S:35]. Product: [Cl:1][C:2]1[N:7]=[C:6]([C:8]2[S:35][C:34]([C:36]3([CH3:49])[CH2:41][CH2:40][N:39]([C:42]([O:44][C:45]([CH3:48])([CH3:47])[CH3:46])=[O:43])[CH2:38][CH2:37]3)=[N:33][C:9]=2[C:11]2[CH:16]=[CH:15][CH:14]=[C:13]([NH:17][C:18]([O:19][CH2:20][CH:21]=[CH2:22])=[O:23])[C:12]=2[F:24])[CH:5]=[CH:4][N:3]=1. The catalyst class is: 80. (3) Reactant: C(OC(=O)[NH:7][C@H:8]([C:10]1[CH:15]=[CH:14][CH:13]=[C:12]([O:16][C:17]2[N:22]=[CH:21][CH:20]=[CH:19][N:18]=2)[CH:11]=1)[CH3:9])(C)(C)C.Cl. Product: [N:18]1[CH:19]=[CH:20][CH:21]=[N:22][C:17]=1[O:16][C:12]1[CH:11]=[C:10]([C@@H:8]([NH2:7])[CH3:9])[CH:15]=[CH:14][CH:13]=1. The catalyst class is: 12. (4) Reactant: [Cl-].O[NH3+:3].[C:4](=[O:7])([O-])[OH:5].[Na+].CS(C)=O.[CH2:13]([C:17]1[N:18]=[C:19]([CH3:46])[N:20]([C:39]2[CH:44]=[CH:43][CH:42]=[CH:41][C:40]=2[CH3:45])[C:21](=[O:38])[C:22]=1[CH2:23][C:24]1[CH:29]=[CH:28][C:27]([C:30]2[C:31]([C:36]#[N:37])=[CH:32][CH:33]=[CH:34][CH:35]=2)=[CH:26][CH:25]=1)[CH2:14][CH2:15][CH3:16]. Product: [CH2:13]([C:17]1[N:18]=[C:19]([CH3:46])[N:20]([C:39]2[CH:44]=[CH:43][CH:42]=[CH:41][C:40]=2[CH3:45])[C:21](=[O:38])[C:22]=1[CH2:23][C:24]1[CH:29]=[CH:28][C:27]([C:30]2[CH:35]=[CH:34][CH:33]=[CH:32][C:31]=2[C:36]2[NH:3][C:4](=[O:7])[O:5][N:37]=2)=[CH:26][CH:25]=1)[CH2:14][CH2:15][CH3:16]. The catalyst class is: 69. (5) Reactant: [CH2:1]([O:8][C:9]([NH:11][C@H:12]([C:24]([OH:26])=O)[CH2:13][CH2:14][CH2:15][NH:16][C:17]([O:19][C:20]([CH3:23])([CH3:22])[CH3:21])=[O:18])=[O:10])[C:2]1[CH:7]=[CH:6][CH:5]=[CH:4][CH:3]=1.[NH2:27][CH2:28][CH2:29][CH2:30][C@H:31]([NH:46][C:47](=[O:53])[O:48][C:49]([CH3:52])([CH3:51])[CH3:50])[CH2:32][C:33]([NH:35][CH2:36][CH2:37][NH:38][C:39]([O:41][C:42]([CH3:45])([CH3:44])[CH3:43])=[O:40])=[O:34].C(Cl)CCl.C1C=CC2N(O)N=NC=2C=1. Product: [C:49]([O:48][C:47]([NH:46][C@H:31]([CH2:32][C:33](=[O:34])[NH:35][CH2:36][CH2:37][NH:38][C:39](=[O:40])[O:41][C:42]([CH3:45])([CH3:44])[CH3:43])[CH2:30][CH2:29][CH2:28][NH:27][C:24](=[O:26])[C@@H:12]([NH:11][C:9](=[O:10])[O:8][CH2:1][C:2]1[CH:3]=[CH:4][CH:5]=[CH:6][CH:7]=1)[CH2:13][CH2:14][CH2:15][NH:16][C:17]([O:19][C:20]([CH3:21])([CH3:22])[CH3:23])=[O:18])=[O:53])([CH3:52])([CH3:50])[CH3:51]. The catalyst class is: 9. (6) Reactant: [Br:1][C:2]1[CH:21]=[CH:20][C:5]([CH2:6][NH:7][C:8](=[O:19])[C:9]2[CH:14]=[C:13]([N+:15]([O-:17])=[O:16])[CH:12]=[CH:11][C:10]=2[OH:18])=[C:4]([F:22])[CH:3]=1.C([O-])([O-])=O.[K+].[K+].Br[CH2:30][C:31]([O:33][C:34]([CH3:37])([CH3:36])[CH3:35])=[O:32].Cl. Product: [C:34]([O:33][C:31](=[O:32])[CH2:30][O:18][C:10]1[CH:11]=[CH:12][C:13]([N+:15]([O-:17])=[O:16])=[CH:14][C:9]=1[C:8](=[O:19])[NH:7][CH2:6][C:5]1[CH:20]=[CH:21][C:2]([Br:1])=[CH:3][C:4]=1[F:22])([CH3:37])([CH3:36])[CH3:35]. The catalyst class is: 21. (7) Reactant: [CH2:1]([O:8][C:9]1[CH:14]=[CH:13][N:12]([CH2:15][CH2:16][C:17]([CH3:32])([S:28]([CH3:31])(=[O:30])=[O:29])[C:18]([NH:20][O:21]C2CCCCO2)=[O:19])[C:11](=[O:33])[CH:10]=1)[C:2]1[CH:7]=[CH:6][CH:5]=[CH:4][CH:3]=1.Cl.CO. Product: [CH2:1]([O:8][C:9]1[CH:14]=[CH:13][N:12]([CH2:15][CH2:16][C:17]([CH3:32])([S:28]([CH3:31])(=[O:29])=[O:30])[C:18]([NH:20][OH:21])=[O:19])[C:11](=[O:33])[CH:10]=1)[C:2]1[CH:3]=[CH:4][CH:5]=[CH:6][CH:7]=1. The catalyst class is: 2. (8) Reactant: [Cl:1][C:2]1[CH:7]=[CH:6][CH:5]=[C:4]([Cl:8])[C:3]=1[C:9]1[CH:14]=[C:13]([F:15])[CH:12]=[C:11]([S:16][CH3:17])[C:10]=1[O:18]C.B(Br)(Br)Br.C([O-])(O)=O.[Na+]. Product: [Cl:1][C:2]1[CH:7]=[CH:6][CH:5]=[C:4]([Cl:8])[C:3]=1[C:9]1[C:10]([OH:18])=[C:11]([S:16][CH3:17])[CH:12]=[C:13]([F:15])[CH:14]=1. The catalyst class is: 2.